From a dataset of Forward reaction prediction with 1.9M reactions from USPTO patents (1976-2016). Predict the product of the given reaction. (1) Given the reactants C(=O)([O-])[O-].[K+].[K+].[CH3:7][C:8]1([CH3:31])[CH:12]([N:13]2[CH2:17][CH2:16][CH2:15][CH2:14]2)[C:11]2[C:18]([CH3:30])=[C:19]([N:24]3[CH2:29][CH2:28][NH:27][CH2:26][CH2:25]3)[C:20]([CH3:23])=[C:21]([CH3:22])[C:10]=2[O:9]1.CS(O[CH2:37][CH2:38][C:39]1[CH:44]=[CH:43][CH:42]=[C:41]([O:45][CH3:46])[CH:40]=1)(=O)=O.[ClH:47], predict the reaction product. The product is: [ClH:47].[ClH:47].[CH3:46][O:45][C:41]1[CH:40]=[C:39]([CH2:38][CH2:37][N:27]2[CH2:26][CH2:25][N:24]([C:19]3[C:20]([CH3:23])=[C:21]([CH3:22])[C:10]4[O:9][C:8]([CH3:31])([CH3:7])[CH:12]([N:13]5[CH2:14][CH2:15][CH2:16][CH2:17]5)[C:11]=4[C:18]=3[CH3:30])[CH2:29][CH2:28]2)[CH:44]=[CH:43][CH:42]=1. (2) Given the reactants [OH-].[Na+].C1C[O:6]CC1.[Br:8][C:9]1[CH:10]=[CH:11][CH:12]=[C:13]2[C:18]=1[N:17]=[C:16]([Cl:19])[N:15]=[C:14]2Cl, predict the reaction product. The product is: [Br:8][C:9]1[CH:10]=[CH:11][CH:12]=[C:13]2[C:18]=1[N:17]=[C:16]([Cl:19])[N:15]=[C:14]2[OH:6]. (3) Given the reactants [NH2:1][C:2]1[C:3]([C:12]([OH:14])=[O:13])=[CH:4][C:5]2[C:10]([CH:11]=1)=[CH:9][CH:8]=[CH:7][CH:6]=2.[Cl:15][C:16]1[CH:21]=[CH:20][CH:19]=[C:18]([CH3:22])[C:17]=1[N:23]=[C:24]=[O:25], predict the reaction product. The product is: [Cl:15][C:16]1[CH:21]=[CH:20][CH:19]=[C:18]([CH3:22])[C:17]=1[NH:23][C:24]([NH:1][C:2]1[C:3]([C:12]([OH:14])=[O:13])=[CH:4][C:5]2[C:10]([CH:11]=1)=[CH:9][CH:8]=[CH:7][CH:6]=2)=[O:25]. (4) Given the reactants [Cl:1][C:2]1[C:3]([C:30]2[S:34][C:33]([C:35]3([O:39][CH2:40][O:41][CH3:42])[CH2:38][CH2:37][CH2:36]3)=[N:32][CH:31]=2)=[C:4]2[CH:10]=[C:9]([C:11]3[CH:18]=[CH:17][C:14]([CH:15]=O)=[C:13]([F:19])[CH:12]=3)[N:8]([S:20]([C:23]3[CH:29]=[CH:28][C:26]([CH3:27])=[CH:25][CH:24]=3)(=[O:22])=[O:21])[C:5]2=[N:6][CH:7]=1.[F:43][CH:44]1[CH2:49][CH2:48][NH:47][CH2:46][CH2:45]1.Cl.C(O[BH-](OC(=O)C)OC(=O)C)(=O)C.[Na+], predict the reaction product. The product is: [Cl:1][C:2]1[C:3]([C:30]2[S:34][C:33]([C:35]3([O:39][CH2:40][O:41][CH3:42])[CH2:36][CH2:37][CH2:38]3)=[N:32][CH:31]=2)=[C:4]2[CH:10]=[C:9]([C:11]3[CH:18]=[CH:17][C:14]([CH2:15][N:47]4[CH2:48][CH2:49][CH:44]([F:43])[CH2:45][CH2:46]4)=[C:13]([F:19])[CH:12]=3)[N:8]([S:20]([C:23]3[CH:29]=[CH:28][C:26]([CH3:27])=[CH:25][CH:24]=3)(=[O:22])=[O:21])[C:5]2=[N:6][CH:7]=1. (5) The product is: [CH3:1][O:2][C:3]([C:5]1[CH:10]=[N:9][C:8]([N:21]2[CH2:26][CH2:25][CH2:24][CH2:23][CH2:22]2)=[CH:7][N:6]=1)=[O:4]. Given the reactants [CH3:1][O:2][C:3]([C:5]1[CH:10]=[N:9][C:8](Cl)=[CH:7][N:6]=1)=[O:4].CCN(C(C)C)C(C)C.[NH:21]1[CH2:26][CH2:25][CH2:24][CH2:23][CH2:22]1, predict the reaction product.